Task: Predict the reactants needed to synthesize the given product.. Dataset: Full USPTO retrosynthesis dataset with 1.9M reactions from patents (1976-2016) (1) Given the product [CH3:21][O:22][C:23]1[C:28]([C:29]#[N:30])=[CH:27][C:26]2[C:31]3([CH2:41][O:42][C:25]=2[CH:24]=1)[C:39]1[C:34](=[CH:35][CH:36]=[CH:37][CH:38]=1)[N:33]([CH2:3][C:4]1[CH:9]=[CH:8][CH:7]=[CH:6][N:5]=1)[C:32]3=[O:40], predict the reactants needed to synthesize it. The reactants are: Br.Br[CH2:3][C:4]1[CH:9]=[CH:8][CH:7]=[CH:6][N:5]=1.BrCC1OC(C(F)(F)F)=CC=1.[CH3:21][O:22][C:23]1[C:28]([C:29]#[N:30])=[CH:27][C:26]2[C:31]3([CH2:41][O:42][C:25]=2[CH:24]=1)[C:39]1[C:34](=[CH:35][CH:36]=[CH:37][CH:38]=1)[NH:33][C:32]3=[O:40].CC1C2C=C3C4(C5C(=CC=CC=5)NC4=O)COC3=CC=2ON=1. (2) Given the product [Cl:1][C:2]1[CH:3]=[C:4]([CH3:21])[C:5]2[N:6]([C:8]([CH2:17][CH2:18][OH:19])=[C:9]([C:11]3[CH:16]=[CH:15][CH:14]=[CH:13][CH:12]=3)[N:10]=2)[CH:7]=1, predict the reactants needed to synthesize it. The reactants are: [Cl:1][C:2]1[CH:3]=[C:4]([CH3:21])[C:5]2[N:6]([C:8]([CH2:17][C:18](O)=[O:19])=[C:9]([C:11]3[CH:16]=[CH:15][CH:14]=[CH:13][CH:12]=3)[N:10]=2)[CH:7]=1.B.Cl. (3) Given the product [Br:10][C:7]1[CH:8]=[CH:9][C:4]([C:2](=[O:3])/[CH:1]=[CH:11]/[C:12]2[CH:17]=[CH:16][CH:15]=[CH:14][CH:13]=2)=[CH:5][CH:6]=1, predict the reactants needed to synthesize it. The reactants are: [CH3:1][C:2]([C:4]1[CH:9]=[CH:8][C:7]([Br:10])=[CH:6][CH:5]=1)=[O:3].[CH:11](=O)[C:12]1[CH:17]=[CH:16][CH:15]=[CH:14][CH:13]=1.[OH-].[Na+].C(O)(=O)C. (4) Given the product [CH:4]1[C:5]2[NH:6][C:7]3[C:12](=[CH:11][CH:10]=[CH:9][CH:8]=3)[C:13]=2[CH:14]=[C:2]([C:25]2[CH:24]=[CH:23][C:22]3[NH:21][C:33]4[C:28]([C:27]=3[CH:26]=2)=[CH:29][CH:30]=[CH:31][CH:32]=4)[CH:3]=1, predict the reactants needed to synthesize it. The reactants are: Br[C:2]1[CH:3]=[CH:4][C:5]2[NH:6][C:7]3[C:12]([C:13]=2[CH:14]=1)=[CH:11][CH:10]=[CH:9][CH:8]=3.C1([N:21]2[C:33]3[CH:32]=[CH:31][C:30](B4OC(C)(C)C(C)(C)O4)=[CH:29][C:28]=3[C:27]3[C:22]2=[CH:23][CH:24]=[CH:25][CH:26]=3)C=CC=CC=1.[O-]P([O-])([O-])=O.[K+].[K+].[K+]. (5) Given the product [OH:49][CH:50]1[CH2:53][CH:52]([C:54]([O:56][CH2:57][CH3:58])=[O:55])[CH2:51]1, predict the reactants needed to synthesize it. The reactants are: C1C=[N+]([C@@H]2O[C@H](COP(OP(OC[C@H]3O[C@@H](N4C5N=CN=C(N)C=5N=C4)[C@H](OP(O)(O)=O)[C@@H]3O)(O)=O)(O)=O)[C@@H](O)[C@H]2O)C=C(C(N)=O)C=1.[O:49]=[C:50]1[CH2:53][CH:52]([C:54]([O:56][CH2:57][CH3:58])=[O:55])[CH2:51]1.CC(O)C.CC(OC)(C)C. (6) Given the product [Cl:1][C:2]1[N:7]=[CH:6][C:5]2[C:8]([CH2:30][CH2:31][C:65]([O:64][CH2:62][CH3:63])=[O:69])=[N:9][N:10]([C:11]([C:12]3[CH:17]=[CH:16][CH:15]=[CH:14][CH:13]=3)([C:18]3[CH:19]=[CH:20][CH:21]=[CH:22][CH:23]=3)[C:24]3[CH:25]=[CH:26][CH:27]=[CH:28][CH:29]=3)[C:4]=2[CH:3]=1, predict the reactants needed to synthesize it. The reactants are: [Cl:1][C:2]1[N:7]=[CH:6][C:5]2[C:8]([CH:30]=[CH2:31])=[N:9][N:10]([C:11]([C:24]3[CH:29]=[CH:28][CH:27]=[CH:26][CH:25]=3)([C:18]3[CH:23]=[CH:22][CH:21]=[CH:20][CH:19]=3)[C:12]3[CH:17]=[CH:16][CH:15]=[CH:14][CH:13]=3)[C:4]=2[CH:3]=1.COC1C=CC=C(OC)C=1C1C=CC=CC=1P(C1CCCCC1)C1CCCCC1.[Br-].[CH2:62]([O:64][C:65](=[O:69])CC[Zn+])[CH3:63]. (7) Given the product [C:23]([NH:27][C:20]([C:11]1[CH:12]=[C:13]([C:14]2[N:15]([CH3:19])[CH:16]=[CH:17][CH:18]=2)[N:9]([C:6]2[CH:7]=[N:8][C:3]([O:2][CH3:1])=[CH:4][CH:5]=2)[N:10]=1)=[O:22])([CH3:26])([CH3:25])[CH3:24], predict the reactants needed to synthesize it. The reactants are: [CH3:1][O:2][C:3]1[N:8]=[CH:7][C:6]([N:9]2[C:13]([C:14]3[N:15]([CH3:19])[CH:16]=[CH:17][CH:18]=3)=[CH:12][C:11]([C:20]([OH:22])=O)=[N:10]2)=[CH:5][CH:4]=1.[C:23]([NH2:27])([CH3:26])([CH3:25])[CH3:24]. (8) The reactants are: [CH2:1]([C@@:4]1([CH3:30])[CH2:9][C@H:8]([C:10]2[CH:15]=[CH:14][CH:13]=[C:12]([Cl:16])[CH:11]=2)[C@@H:7]([C:17]2[CH:22]=[CH:21][C:20]([Cl:23])=[CH:19][CH:18]=2)[N:6]([C@@H:24]([CH2:27][CH3:28])[CH2:25][OH:26])[C:5]1=[O:29])[CH:2]=[CH2:3].O. Given the product [CH2:1]([C@@:4]1([CH3:30])[CH2:9][C@H:8]([C:10]2[CH:15]=[CH:14][CH:13]=[C:12]([Cl:16])[CH:11]=2)[C@@H:7]([C:17]2[CH:18]=[CH:19][C:20]([Cl:23])=[CH:21][CH:22]=2)[N:6]([C@@H:24]([CH2:27][CH3:28])[CH:25]=[O:26])[C:5]1=[O:29])[CH:2]=[CH2:3], predict the reactants needed to synthesize it. (9) Given the product [NH:4]1[C:5]([CH2:6][C@@H:7]2[CH2:12][C@H:11]([C:13]3[CH:18]=[CH:17][CH:16]=[C:15]([Cl:19])[CH:14]=3)[C@@H:10]([C:20]3[CH:21]=[CH:22][C:23]([Cl:26])=[CH:24][CH:25]=3)[N:9]([CH2:28][CH:29]3[CH2:32][CH2:30]3)[C:8]2=[O:27])=[N:1][N:2]=[N:3]1, predict the reactants needed to synthesize it. The reactants are: [NH:1]1[C:5]([CH2:6][C@@H:7]2[CH2:12][C@H:11]([C:13]3[CH:18]=[CH:17][CH:16]=[C:15]([Cl:19])[CH:14]=3)[C@@H:10]([C:20]3[CH:25]=[CH:24][C:23]([Cl:26])=[CH:22][CH:21]=3)[NH:9][C:8]2=[O:27])=[N:4][N:3]=[N:2]1.[CH3:28][C:29]([CH3:32])([O-])[CH3:30].[Na+].BrCC1CC1. (10) Given the product [Cl:1][C:2]1[CH:3]=[C:4]([C:18]2[CH:23]=[C:22]([Cl:24])[CH:21]=[CH:20][C:19]=2[O:25][CH3:26])[CH:5]=[CH:6][C:7]=1[C:8]([N:10]1[CH2:15][CH2:14][CH2:13][O:30]1)=[O:9], predict the reactants needed to synthesize it. The reactants are: [Cl:1][C:2]1[CH:3]=[C:4]([C:18]2[CH:23]=[C:22]([Cl:24])[CH:21]=[CH:20][C:19]=2[O:25][CH2:26]C(O)=O)[CH:5]=[CH:6][C:7]=1[C:8]([N:10]1[C@@H:15](C)[CH2:14][CH2:13]C[C@H]1C)=[O:9].[O:30]1CCCN1.